This data is from NCI-60 drug combinations with 297,098 pairs across 59 cell lines. The task is: Regression. Given two drug SMILES strings and cell line genomic features, predict the synergy score measuring deviation from expected non-interaction effect. Drug 1: C1=NC2=C(N1)C(=S)N=CN2. Drug 2: CS(=O)(=O)OCCCCOS(=O)(=O)C. Cell line: U251. Synergy scores: CSS=28.4, Synergy_ZIP=11.2, Synergy_Bliss=22.8, Synergy_Loewe=-8.65, Synergy_HSA=5.65.